From a dataset of Forward reaction prediction with 1.9M reactions from USPTO patents (1976-2016). Predict the product of the given reaction. The product is: [F:1][C:2]1[CH:3]=[C:4]([C:8]#[C:9][C:10]2[CH:11]=[CH:12][C:13]([C:14]3[N:15]=[C:22]([C:21]([Cl:32])([Cl:31])[Cl:20])[O:17][N:16]=3)=[CH:18][CH:19]=2)[CH:5]=[CH:6][CH:7]=1. Given the reactants [F:1][C:2]1[CH:3]=[C:4]([C:8]#[C:9][C:10]2[CH:19]=[CH:18][C:13]([C:14](=[N:16][OH:17])[NH2:15])=[CH:12][CH:11]=2)[CH:5]=[CH:6][CH:7]=1.[Cl:20][C:21]([Cl:32])([Cl:31])[C:22](O[C:22](=O)[C:21]([Cl:32])([Cl:31])[Cl:20])=O, predict the reaction product.